Dataset: Reaction yield outcomes from USPTO patents with 853,638 reactions. Task: Predict the reaction yield, written as a fraction of the theoretical maximum amount of product (1.0 means a 100% yield; for example, 0.34 means a 34% yield). (1) The reactants are [NH:1]1[CH:5]=[CH:4][CH:3]=[C:2]1[C:6](=[O:8])[CH3:7].[Cl-].[Cl-].[Cl-].[Al+3].[Cl:13][C:14]([Cl:19])([Cl:18])[C:15](Cl)=[O:16].Cl. The catalyst is ClCCl. The product is [C:6]([C:2]1[NH:1][CH:5]=[C:4]([C:15](=[O:16])[C:14]([Cl:19])([Cl:18])[Cl:13])[CH:3]=1)(=[O:8])[CH3:7]. The yield is 0.460. (2) The reactants are [CH:1]([C:4]1[CH:9]=[CH:8][C:7]([C:10]2[C:15]([CH:16]([CH2:21][CH2:22][CH3:23])[C:17]([O:19]C)=[O:18])=[C:14]([CH3:24])[N:13]=[C:12]([C:25]3[CH:30]=[CH:29][CH:28]=[CH:27][CH:26]=3)[N:11]=2)=[CH:6][CH:5]=1)([CH3:3])[CH3:2].[OH-].[Na+]. The catalyst is CO. The product is [CH:1]([C:4]1[CH:5]=[CH:6][C:7]([C:10]2[C:15]([CH:16]([CH2:21][CH2:22][CH3:23])[C:17]([OH:19])=[O:18])=[C:14]([CH3:24])[N:13]=[C:12]([C:25]3[CH:26]=[CH:27][CH:28]=[CH:29][CH:30]=3)[N:11]=2)=[CH:8][CH:9]=1)([CH3:2])[CH3:3]. The yield is 0.830. (3) The reactants are [F:1][C:2]([F:21])([F:20])[C:3]1[CH:19]=[CH:18][C:6]([CH2:7][O:8][C:9]2[CH:10]=[C:11]([CH:15]=[CH:16][CH:17]=2)[C:12]([OH:14])=O)=[CH:5][CH:4]=1.S(Cl)(Cl)=O.[NH2:26][C:27]1[CH:32]=[CH:31][CH:30]=[CH:29][C:28]=1[S:33]([NH2:36])(=[O:35])=[O:34]. The catalyst is C1C=CC=CC=1. The product is [F:20][C:2]([F:1])([F:21])[C:3]1[CH:4]=[CH:5][C:6]([CH2:7][O:8][C:9]2[CH:10]=[C:11]([CH:15]=[CH:16][CH:17]=2)[C:12]([NH:26][C:27]2[CH:32]=[CH:31][CH:30]=[CH:29][C:28]=2[S:33](=[O:35])(=[O:34])[NH2:36])=[O:14])=[CH:18][CH:19]=1. The yield is 0.800. (4) The reactants are [F:1][C:2]1[N:7]=[C:6]([F:8])[CH:5]=[C:4](F)[N:3]=1.[CH2:10]([Mg]Cl)[C:11]1[CH:16]=[CH:15][CH:14]=[CH:13][CH:12]=1. The catalyst is O1CCCC1. The product is [F:1][C:2]1[N:7]=[C:6]([F:8])[CH:5]=[C:4]([CH2:10][C:11]2[CH:16]=[CH:15][CH:14]=[CH:13][CH:12]=2)[N:3]=1. The yield is 0.790.